Dataset: Catalyst prediction with 721,799 reactions and 888 catalyst types from USPTO. Task: Predict which catalyst facilitates the given reaction. Reactant: [Br:1][C:2]1[CH:7]=[CH:6][CH:5]=[CH:4][C:3]=1[S:8][CH:9]=[CH:10]OCC. Product: [Br:1][C:2]1[C:3]2[S:8][CH:9]=[CH:10][C:4]=2[CH:5]=[CH:6][CH:7]=1. The catalyst class is: 159.